This data is from TCR-epitope binding with 47,182 pairs between 192 epitopes and 23,139 TCRs. The task is: Binary Classification. Given a T-cell receptor sequence (or CDR3 region) and an epitope sequence, predict whether binding occurs between them. The epitope is KLSYGIATV. The TCR CDR3 sequence is CASSPLMDTDTQYF. Result: 1 (the TCR binds to the epitope).